Task: Predict the product of the given reaction.. Dataset: Forward reaction prediction with 1.9M reactions from USPTO patents (1976-2016) Given the reactants [C:1]([O:4][CH3:5])(=[O:3])[CH3:2], predict the reaction product. The product is: [C:1]([O:4][CH2:5][CH:5]([CH2:5][O:4][C:1](=[O:3])[CH3:2])[O:4][C:1](=[O:3])[CH3:2])(=[O:3])[CH3:2].